Dataset: NCI-60 drug combinations with 297,098 pairs across 59 cell lines. Task: Regression. Given two drug SMILES strings and cell line genomic features, predict the synergy score measuring deviation from expected non-interaction effect. (1) Drug 2: C1CN1P(=S)(N2CC2)N3CC3. Cell line: MOLT-4. Synergy scores: CSS=91.0, Synergy_ZIP=3.10, Synergy_Bliss=2.64, Synergy_Loewe=2.00, Synergy_HSA=4.82. Drug 1: COC1=CC(=CC(=C1O)OC)C2C3C(COC3=O)C(C4=CC5=C(C=C24)OCO5)OC6C(C(C7C(O6)COC(O7)C8=CC=CS8)O)O. (2) Drug 1: C1C(C(OC1N2C=C(C(=O)NC2=O)F)CO)O. Drug 2: CC1=C2C(C(=O)C3(C(CC4C(C3C(C(C2(C)C)(CC1OC(=O)C(C(C5=CC=CC=C5)NC(=O)C6=CC=CC=C6)O)O)OC(=O)C7=CC=CC=C7)(CO4)OC(=O)C)O)C)OC(=O)C. Cell line: HCT-15. Synergy scores: CSS=12.0, Synergy_ZIP=-5.82, Synergy_Bliss=-3.58, Synergy_Loewe=-18.8, Synergy_HSA=-5.81. (3) Drug 1: CCCCCOC(=O)NC1=NC(=O)N(C=C1F)C2C(C(C(O2)C)O)O. Drug 2: CNC(=O)C1=NC=CC(=C1)OC2=CC=C(C=C2)NC(=O)NC3=CC(=C(C=C3)Cl)C(F)(F)F. Cell line: 786-0. Synergy scores: CSS=1.83, Synergy_ZIP=-1.57, Synergy_Bliss=-2.24, Synergy_Loewe=-6.97, Synergy_HSA=-4.63. (4) Drug 1: CC12CCC3C(C1CCC2O)C(CC4=C3C=CC(=C4)O)CCCCCCCCCS(=O)CCCC(C(F)(F)F)(F)F. Drug 2: C#CCC(CC1=CN=C2C(=N1)C(=NC(=N2)N)N)C3=CC=C(C=C3)C(=O)NC(CCC(=O)O)C(=O)O. Cell line: M14. Synergy scores: CSS=-2.58, Synergy_ZIP=1.93, Synergy_Bliss=2.12, Synergy_Loewe=-6.42, Synergy_HSA=-2.79. (5) Drug 1: CN(C)N=NC1=C(NC=N1)C(=O)N. Drug 2: C1=CN(C=N1)CC(O)(P(=O)(O)O)P(=O)(O)O. Cell line: CCRF-CEM. Synergy scores: CSS=18.6, Synergy_ZIP=-0.774, Synergy_Bliss=-3.04, Synergy_Loewe=-6.14, Synergy_HSA=-2.61. (6) Drug 1: CN(CCCl)CCCl.Cl. Drug 2: COC1=C2C(=CC3=C1OC=C3)C=CC(=O)O2. Cell line: NCIH23. Synergy scores: CSS=8.67, Synergy_ZIP=-9.06, Synergy_Bliss=-5.87, Synergy_Loewe=-21.1, Synergy_HSA=-3.89. (7) Drug 1: C1=CN(C(=O)N=C1N)C2C(C(C(O2)CO)O)O.Cl. Drug 2: CC1CCC2CC(C(=CC=CC=CC(CC(C(=O)C(C(C(=CC(C(=O)CC(OC(=O)C3CCCCN3C(=O)C(=O)C1(O2)O)C(C)CC4CCC(C(C4)OC)OCCO)C)C)O)OC)C)C)C)OC. Cell line: HOP-62. Synergy scores: CSS=45.0, Synergy_ZIP=10.1, Synergy_Bliss=13.9, Synergy_Loewe=-5.24, Synergy_HSA=6.76. (8) Drug 1: CC(C1=C(C=CC(=C1Cl)F)Cl)OC2=C(N=CC(=C2)C3=CN(N=C3)C4CCNCC4)N. Drug 2: CC(CN1CC(=O)NC(=O)C1)N2CC(=O)NC(=O)C2. Cell line: DU-145. Synergy scores: CSS=5.09, Synergy_ZIP=-6.60, Synergy_Bliss=-5.67, Synergy_Loewe=-8.09, Synergy_HSA=-6.92.